Dataset: Reaction yield outcomes from USPTO patents with 853,638 reactions. Task: Predict the reaction yield, written as a fraction of the theoretical maximum amount of product (1.0 means a 100% yield; for example, 0.34 means a 34% yield). (1) The reactants are [OH:1][C:2]1[C:9]([CH3:10])=[CH:8][C:5]([C:6]#[N:7])=[CH:4][C:3]=1[CH3:11].Cl[CH2:13][C:14]([CH3:17])([OH:16])[CH3:15].C(=O)([O-])[O-].[K+].[K+].O. The catalyst is C(O)C. The product is [OH:16][C:14]([CH3:17])([CH3:15])[CH2:13][O:1][C:2]1[C:3]([CH3:11])=[CH:4][C:5]([C:6]#[N:7])=[CH:8][C:9]=1[CH3:10]. The yield is 0.970. (2) The reactants are [C:1]([O:4][CH2:5][C:6]1[C:11]([N:12]2[CH2:25][CH2:24][N:15]3[C:16]4[CH2:17][CH2:18][CH2:19][CH2:20][C:21]=4[C:22]([F:23])=[C:14]3[C:13]2=[O:26])=[CH:10][C:9]([F:27])=[CH:8][C:7]=1Br)(=[O:3])[CH3:2].[CH3:29][N:30]1[CH:35]=[C:34](B2OC(C)(C)C(C)(C)O2)[CH:33]=[C:32]([NH:45][C:46]2[CH:51]=[CH:50][C:49]([N:52]3[CH2:57][CH2:56][N:55]([CH:58]4[CH2:61][O:60][CH2:59]4)[CH2:54][C@@H:53]3[CH3:62])=[CH:48][N:47]=2)[C:31]1=[O:63].[O-]P([O-])([O-])=O.[K+].[K+].[K+].C1COCC1. The catalyst is C1C=CC(P(C2C=CC=CC=2)[C-]2C=CC=C2)=CC=1.C1C=CC(P(C2C=CC=CC=2)[C-]2C=CC=C2)=CC=1.Cl[Pd]Cl.[Fe+2].O. The product is [C:1]([O:4][CH2:5][C:6]1[C:7]([C:34]2[CH:33]=[C:32]([NH:45][C:46]3[CH:51]=[CH:50][C:49]([N:52]4[CH2:57][CH2:56][N:55]([CH:58]5[CH2:59][O:60][CH2:61]5)[CH2:54][C@@H:53]4[CH3:62])=[CH:48][N:47]=3)[C:31](=[O:63])[N:30]([CH3:29])[CH:35]=2)=[CH:8][C:9]([F:27])=[CH:10][C:11]=1[N:12]1[CH2:25][CH2:24][N:15]2[C:16]3[CH2:17][CH2:18][CH2:19][CH2:20][C:21]=3[C:22]([F:23])=[C:14]2[C:13]1=[O:26])(=[O:3])[CH3:2]. The yield is 0.370. (3) The product is [Cl:22][C:19]1[CH:20]=[C:21]2[C:16](=[CH:17][CH:18]=1)[NH:15][C:14](=[O:23])[C:13]2=[CH:12][C:8]1[NH:7][C:6]([C:4]([OH:5])=[O:3])=[CH:10][C:9]=1[CH3:11]. The reactants are C([O:3][C:4]([C:6]1[NH:7][C:8]([CH:12]=[C:13]2[C:21]3[C:16](=[CH:17][CH:18]=[C:19]([Cl:22])[CH:20]=3)[NH:15][C:14]2=[O:23])=[C:9]([CH3:11])[CH:10]=1)=[O:5])C.[OH-].[K+]. The catalyst is CO.C(O)C. The yield is 0.700. (4) The reactants are [CH3:1][N:2]1[C:10]2[C:5](=[CH:6][CH:7]=[CH:8][CH:9]=2)[C:4]([CH:11]=O)=[C:3]1[C:13]1[CH:18]=[CH:17][CH:16]=[CH:15][CH:14]=1.[CH3:19][O:20][C:21]1[C:26]2[C:27](=[O:30])[CH2:28][O:29][C:25]=2[CH:24]=[C:23]([O:31][CH3:32])[CH:22]=1. The catalyst is Cl.C(O)C. The product is [CH3:19][O:20][C:21]1[C:26]2[C:27](=[O:30])/[C:28](=[CH:11]/[C:4]3[C:5]4[C:10](=[CH:9][CH:8]=[CH:7][CH:6]=4)[N:2]([CH3:1])[C:3]=3[C:13]3[CH:18]=[CH:17][CH:16]=[CH:15][CH:14]=3)/[O:29][C:25]=2[CH:24]=[C:23]([O:31][CH3:32])[CH:22]=1. The yield is 0.850. (5) The reactants are Cl[C:2]1[C:11]2[C:6](=[CH:7][C:8]([O:14][CH2:15][CH2:16][N:17]([CH3:21])[CH2:18][C:19]#[CH:20])=[C:9]([O:12][CH3:13])[CH:10]=2)[N:5]=[CH:4][N:3]=1.[OH:22][C:23]1[CH:24]=[C:25]2[C:29](=[N:30][CH:31]=1)[NH:28][CH:27]=[CH:26]2. No catalyst specified. The product is [NH:28]1[C:29]2[C:25](=[CH:24][C:23]([O:22][C:2]3[C:11]4[C:6](=[CH:7][C:8]([O:14][CH2:15][CH2:16][N:17]([CH3:21])[CH2:18][C:19]#[CH:20])=[C:9]([O:12][CH3:13])[CH:10]=4)[N:5]=[CH:4][N:3]=3)=[CH:31][N:30]=2)[CH:26]=[CH:27]1. The yield is 0.470. (6) The reactants are [F:1][C:2]1([F:18])[CH2:6][CH2:5][CH:4]([NH:7]C(=O)OCC2C=CC=CC=2)[CH2:3]1.[ClH:19]. No catalyst specified. The product is [ClH:19].[F:1][C:2]1([F:18])[CH2:6][CH2:5][CH:4]([NH2:7])[CH2:3]1. The yield is 0.850. (7) The reactants are OC(C)(C)[CH2:3][C@@:4]1([C:28]2[CH:33]=[CH:32][CH:31]=[CH:30][CH:29]=2)[O:9][C:8](=[O:10])[N:7]([C@H:11]([C:13]2[CH:18]=[CH:17][C:16](B3OC(C)(C)C(C)(C)O3)=[CH:15][CH:14]=2)[CH3:12])[CH2:6][CH2:5]1.[C:36]([O-:39])([O-])=O.[Cs+].[Cs+]. The catalyst is O1CCOCC1. The product is [OH:9][C:4]([CH3:5])([CH3:3])[CH2:3][C@@:4]1([C:28]2[CH:33]=[CH:32][CH:31]=[CH:30][CH:29]=2)[O:9][C:8](=[O:10])[N:7]([C@H:11]([C:13]2[CH:18]=[CH:17][C:16]([C:14]3[CH:13]=[CH:11][NH:7][C:36](=[O:39])[CH:15]=3)=[CH:15][CH:14]=2)[CH3:12])[CH2:6][CH2:5]1. The yield is 0.710. (8) The reactants are [N:1]1[C:6]([C:7](OC)=[O:8])=[CH:5][CH:4]=[CH:3][C:2]=1[C:11]([O:13][CH3:14])=[O:12].[BH4-].[Na+]. The catalyst is CO.O1CCCC1. The product is [CH3:14][O:13][C:11]([C:2]1[CH:3]=[CH:4][CH:5]=[C:6]([CH2:7][OH:8])[N:1]=1)=[O:12]. The yield is 0.840. (9) The reactants are [F:1][C:2]1[CH:3]=[C:4]([C:37]2[C:38]([C:43]#[N:44])=[CH:39][CH:40]=[CH:41][CH:42]=2)[CH:5]=[CH:6][C:7]=1[CH2:8][C:9]1[C:10](=[O:36])[N:11]([CH:21]2[CH2:35][CH2:34][C:24]3([O:32][CH2:31][C:27]4([CH2:30][CH2:29][CH2:28]4)[CH:26]([CH3:33])[O:25]3)[CH2:23][CH2:22]2)[C:12]2[N:13]([N:18]=[CH:19][N:20]=2)[C:14]=1[CH2:15][CH2:16][CH3:17].C([BH3-])#N.[Na+].B(F)(F)F.CCOCC.C(=O)([O-])O.[Na+].CC(OI1(OC(C)=O)(OC(C)=O)OC(=O)C2C=CC=CC1=2)=O.S([O-])([O-])(=O)=S.[Na+].[Na+]. The catalyst is C(#N)C.O1CCCC1. The product is [F:1][C:2]1[CH:3]=[C:4]([C:37]2[C:38]([C:43]#[N:44])=[CH:39][CH:40]=[CH:41][CH:42]=2)[CH:5]=[CH:6][C:7]=1[CH2:8][C:9]1[C:10](=[O:36])[N:11]([CH:21]2[CH2:35][CH2:34][CH:24]([O:25][CH:26]([C:27]3([CH:31]=[O:32])[CH2:28][CH2:29][CH2:30]3)[CH3:33])[CH2:23][CH2:22]2)[C:12]2[N:13]([N:18]=[CH:19][N:20]=2)[C:14]=1[CH2:15][CH2:16][CH3:17]. The yield is 0.320. (10) The reactants are [Br:1][C:2]1[C:3](Cl)=[N:4][C:5]([S:8][CH3:9])=[N:6][CH:7]=1.[NH2:11][NH2:12]. The catalyst is C(O)C. The product is [Br:1][C:2]1[C:3]([NH:11][NH2:12])=[N:4][C:5]([S:8][CH3:9])=[N:6][CH:7]=1. The yield is 0.920.